This data is from Catalyst prediction with 721,799 reactions and 888 catalyst types from USPTO. The task is: Predict which catalyst facilitates the given reaction. Reactant: [OH-].[Na+].[C:3]([C:7]1[CH:8]=[C:9]([C:17]2[N:21]([S:22]([N:25]3[CH2:30][CH2:29][CH2:28][CH2:27][CH2:26]3)(=[O:24])=[O:23])[C:20]([CH3:31])=[C:19]([C:32]([O:34]CC)=[O:33])[CH:18]=2)[CH:10]=[C:11]([C:13]([CH3:16])([CH3:15])[CH3:14])[CH:12]=1)([CH3:6])([CH3:5])[CH3:4]. Product: [C:13]([C:11]1[CH:10]=[C:9]([C:17]2[N:21]([S:22]([N:25]3[CH2:26][CH2:27][CH2:28][CH2:29][CH2:30]3)(=[O:24])=[O:23])[C:20]([CH3:31])=[C:19]([C:32]([OH:34])=[O:33])[CH:18]=2)[CH:8]=[C:7]([C:3]([CH3:6])([CH3:5])[CH3:4])[CH:12]=1)([CH3:14])([CH3:15])[CH3:16]. The catalyst class is: 72.